Task: Predict the product of the given reaction.. Dataset: Forward reaction prediction with 1.9M reactions from USPTO patents (1976-2016) (1) Given the reactants [Cl:1][C:2]1[CH:7]=[CH:6][C:5]([CH3:8])=[CH:4][C:3]=1[OH:9].[CH3:10]OS(OC)(=O)=O.C([O-])([O-])=O.[K+].[K+].C(OCC)(=O)C, predict the reaction product. The product is: [Cl:1][C:2]1[CH:7]=[CH:6][C:5]([CH3:8])=[CH:4][C:3]=1[O:9][CH3:10]. (2) Given the reactants [Cl:1][C:2]1[CH:10]=[CH:9][C:5]([C:6](Cl)=[O:7])=[CH:4][C:3]=1[N+:11]([O-:13])=[O:12].[NH2:14][C:15]1[CH:20]=[CH:19][C:18]([C:21](=[O:28])[CH2:22][CH2:23][C:24]([O:26]C)=[O:25])=[CH:17][CH:16]=1, predict the reaction product. The product is: [Cl:1][C:2]1[CH:10]=[CH:9][C:5]([C:6]([NH:14][C:15]2[CH:16]=[CH:17][C:18]([C:21](=[O:28])[CH2:22][CH2:23][C:24]([OH:26])=[O:25])=[CH:19][CH:20]=2)=[O:7])=[CH:4][C:3]=1[N+:11]([O-:13])=[O:12]. (3) Given the reactants [CH2:1]1[CH:6]2[CH2:7][C:8]3([NH2:11])[CH2:10][CH:4]([CH2:5]2)[CH2:3][CH:2]1[CH2:9]3.Cl[CH2:13][C:14]1[CH:18]=[C:17]([CH:19]2[CH2:21][CH2:20]2)[O:16][N:15]=1, predict the reaction product. The product is: [CH:19]1([C:17]2[O:16][N:15]=[C:14]([CH2:13][NH:11][C:8]34[CH2:10][CH:4]5[CH2:5][CH:6]([CH2:1][CH:2]([CH2:3]5)[CH2:9]3)[CH2:7]4)[CH:18]=2)[CH2:21][CH2:20]1. (4) Given the reactants [CH3:1][C:2]1[CH:7]=[CH:6][CH:5]=[CH:4][C:3]=1[CH2:8][C:9]([OH:11])=O.C(Cl)(=O)C(Cl)=O.[Br:18][C:19]1[CH:24]=[CH:23][C:22]([O:25]C)=[CH:21][CH:20]=1.[Al+3].[Cl-].[Cl-].[Cl-], predict the reaction product. The product is: [Br:18][C:19]1[CH:20]=[CH:21][C:22]([OH:25])=[C:23]([C:9](=[O:11])[CH2:8][C:3]2[CH:4]=[CH:5][CH:6]=[CH:7][C:2]=2[CH3:1])[CH:24]=1. (5) Given the reactants [CH2:1]([C:5]1[C:9](/[CH:10]=[CH:11]/[C:12]2[S:13][C:14]([C:18]([OH:20])=O)=[C:15]([CH3:17])[N:16]=2)=[C:8]([CH3:21])[O:7][N:6]=1)[CH2:2][CH2:3][CH3:4].[CH:22]1([NH2:25])[CH2:24][CH2:23]1, predict the reaction product. The product is: [CH:22]1([NH:25][C:18]([C:14]2[S:13][C:12](/[CH:11]=[CH:10]/[C:9]3[C:5]([CH2:1][CH2:2][CH2:3][CH3:4])=[N:6][O:7][C:8]=3[CH3:21])=[N:16][C:15]=2[CH3:17])=[O:20])[CH2:24][CH2:23]1. (6) Given the reactants [C:1]([O:4][CH2:5][C:6]1[C:11]([N:12]2[C:16](=[O:17])[C:15]3[S:18][C:19]([C:21]([CH3:24])([CH3:23])[CH3:22])=[CH:20][C:14]=3[CH2:13]2)=[CH:10][CH:9]=[CH:8][C:7]=1Br)(=[O:3])[CH3:2].[CH3:26][C:27]1([CH3:43])[C:31]([CH3:33])([CH3:32])[O:30][B:29]([B:29]2[O:30][C:31]([CH3:33])([CH3:32])[C:27]([CH3:43])([CH3:26])[O:28]2)[O:28]1.C([O-])(=O)C.[K+].C(Cl)Cl, predict the reaction product. The product is: [C:1]([O:4][CH2:5][C:6]1[C:7]([B:29]2[O:30][C:31]([CH3:33])([CH3:32])[C:27]([CH3:43])([CH3:26])[O:28]2)=[CH:8][CH:9]=[CH:10][C:11]=1[N:12]1[C:16](=[O:17])[C:15]2[S:18][C:19]([C:21]([CH3:24])([CH3:23])[CH3:22])=[CH:20][C:14]=2[CH2:13]1)(=[O:3])[CH3:2].